Dataset: Forward reaction prediction with 1.9M reactions from USPTO patents (1976-2016). Task: Predict the product of the given reaction. (1) Given the reactants [CH2:1]([Sn:5](=[O:10])[CH2:6][CH2:7][CH2:8][CH3:9])[CH2:2][CH2:3][CH3:4].[CH2:11]([OH:15])[CH2:12][CH2:13][CH3:14], predict the reaction product. The product is: [CH2:1]([Sn:5]([CH2:6][CH2:7][CH2:8][CH3:9])([O:15][CH2:11][CH2:12][CH2:13][CH3:14])[O:10][Sn:5]([CH2:6][CH2:7][CH2:8][CH3:9])([CH2:1][CH2:2][CH2:3][CH3:4])[O:15][CH2:11][CH2:12][CH2:13][CH3:14])[CH2:2][CH2:3][CH3:4]. (2) Given the reactants [C:1]([BH3-])#N.[Na+].[Cl:5][C:6]1[C:11]([CH2:12][NH:13][CH2:14][C@H:15]([C:17]2[CH:22]=[CH:21][CH:20]=[CH:19][CH:18]=2)[OH:16])=[CH:10][CH:9]=[C:8]([Cl:23])[N:7]=1.C=O.C(O)(=O)C, predict the reaction product. The product is: [Cl:5][C:6]1[C:11]([CH2:12][N:13]([CH3:1])[CH2:14][C@H:15]([C:17]2[CH:18]=[CH:19][CH:20]=[CH:21][CH:22]=2)[OH:16])=[CH:10][CH:9]=[C:8]([Cl:23])[N:7]=1. (3) Given the reactants N[C:2]1[C:7]([C:8]#[N:9])=[C:6]([C:10]2[CH:19]=[CH:18][C:13]3[O:14][CH2:15][CH2:16][O:17][C:12]=3[CH:11]=2)C(C#N)=C(SC2C=CC=CC=2)N=1.[N:29]1[CH:34]=[CH:33][CH:32]=[C:31]([CH2:35][NH2:36])[CH:30]=1.[N:37]1[CH:42]=[CH:41][CH:40]=CC=1CN.C[N:46](C=O)C, predict the reaction product. The product is: [O:14]1[C:13]2[CH:18]=[CH:19][C:10]([C:6]3[C:7]([C:8]#[N:9])=[CH:2][C:41]([C:42]#[N:37])=[C:40]([NH:36][CH2:35][C:31]4[CH:30]=[N:29][CH:34]=[CH:33][CH:32]=4)[N:46]=3)=[CH:11][C:12]=2[O:17][CH2:16][CH2:15]1. (4) Given the reactants [Cl:1][C:2]1[CH:10]=[C:9]([C:11]2[CH:12]=[N:13][C:14]3[N:15]([C:17]([CH2:20][C:21]4[CH:22]=[C:23]5[C:28](=[CH:29][CH:30]=4)[N:27]=[CH:26][CH:25]=[CH:24]5)=[CH:18][N:19]=3)[N:16]=2)[CH:8]=[CH:7][C:3]=1[C:4]([OH:6])=O.CN(C)C=O.F[P-](F)(F)(F)(F)F.C[N+](C)=C(N(C)C)[O:46][N:47]1[C:51]2[N:52]=[CH:53][CH:54]=[CH:55][C:50]=2[N:49]=N1.C(N(CC)C(C)C)(C)C.OC(C(F)(F)F)=O.CC1ON=C([C@@H](N)C)N=1, predict the reaction product. The product is: [Cl:1][C:2]1[CH:10]=[C:9]([C:11]2[CH:12]=[N:13][C:14]3[N:15]([C:17]([CH2:20][C:21]4[CH:22]=[C:23]5[C:28](=[CH:29][CH:30]=4)[N:27]=[CH:26][CH:25]=[CH:24]5)=[CH:18][N:19]=3)[N:16]=2)[CH:8]=[CH:7][C:3]=1[C:4]([NH:49][C@H:50]([C:51]1[N:52]=[C:53]([CH3:54])[O:46][N:47]=1)[CH3:55])=[O:6]. (5) Given the reactants [CH3:1][O:2][C:3](=[O:13])[CH2:4][C:5]1[CH:10]=[CH:9][C:8]([OH:11])=[C:7]([NH2:12])[CH:6]=1.[CH:14](OCC)(OCC)OCC, predict the reaction product. The product is: [CH3:1][O:2][C:3](=[O:13])[CH2:4][C:5]1[CH:10]=[CH:9][C:8]2[O:11][CH:14]=[N:12][C:7]=2[CH:6]=1. (6) Given the reactants [Cl:1][C:2]1[C:10]2[N:9]=[C:8]3[N:11]([C:15]4[CH:20]=[CH:19][C:18]([Cl:21])=[CH:17][C:16]=4[Cl:22])[CH2:12][CH2:13][CH2:14][N:7]3[C:6]=2[C:5]([CH:23]([NH2:26])[CH2:24][CH3:25])=[CH:4][CH:3]=1.C(N(C(C)C)C(C)C)C.FC(F)(F)S(O[CH2:42][C:43]([F:46])([F:45])[F:44])(=O)=O.O, predict the reaction product. The product is: [Cl:1][C:2]1[C:10]2[N:9]=[C:8]3[N:11]([C:15]4[CH:20]=[CH:19][C:18]([Cl:21])=[CH:17][C:16]=4[Cl:22])[CH2:12][CH2:13][CH2:14][N:7]3[C:6]=2[C:5]([CH:23]([NH:26][CH2:42][C:43]([F:46])([F:45])[F:44])[CH2:24][CH3:25])=[CH:4][CH:3]=1.